This data is from Catalyst prediction with 721,799 reactions and 888 catalyst types from USPTO. The task is: Predict which catalyst facilitates the given reaction. (1) Reactant: [C:1]([C:4]1[C:12]2[C:7](=[CH:8][CH:9]=[C:10]([O:13]CC3C=CC=CC=3)[CH:11]=2)[N:6]([CH2:21][C:22]([N:24]2[C@H:29]([C:30]([NH:32][CH2:33][C@H:34]3[CH2:36][C:35]3([Cl:38])[Cl:37])=[O:31])[CH2:28][C@@H:27]3[C@H:25]2[CH2:26]3)=[O:23])[N:5]=1)(=[O:3])[CH3:2].C1(SC)C=CC=CC=1. Product: [Cl:38][C:35]1([Cl:37])[CH2:36][C@@H:34]1[CH2:33][NH:32][C:30]([C@@H:29]1[CH2:28][C@@H:27]2[C@@H:25]([CH2:26]2)[N:24]1[C:22](=[O:23])[CH2:21][N:6]1[C:7]2[C:12](=[CH:11][C:10]([OH:13])=[CH:9][CH:8]=2)[C:4]([C:1](=[O:3])[CH3:2])=[N:5]1)=[O:31]. The catalyst class is: 67. (2) Reactant: C(OC(=O)[NH:7][CH2:8][C:9]([C:11]1[S:15][C:14]2[CH:16]=[CH:17][CH:18]=[CH:19][C:13]=2[CH:12]=1)=[O:10])(C)(C)C.CCOC(C)=O.[ClH:27]. Product: [ClH:27].[NH2:7][CH2:8][C:9]([C:11]1[S:15][C:14]2[CH:16]=[CH:17][CH:18]=[CH:19][C:13]=2[CH:12]=1)=[O:10]. The catalyst class is: 12.